This data is from CYP2C19 inhibition data for predicting drug metabolism from PubChem BioAssay. The task is: Regression/Classification. Given a drug SMILES string, predict its absorption, distribution, metabolism, or excretion properties. Task type varies by dataset: regression for continuous measurements (e.g., permeability, clearance, half-life) or binary classification for categorical outcomes (e.g., BBB penetration, CYP inhibition). Dataset: cyp2c19_veith. (1) The molecule is CC(C)C(NS(=O)(=O)c1cccs1)C(=O)Nc1nc(C(C)(C)C)cs1. The result is 1 (inhibitor). (2) The result is 1 (inhibitor). The molecule is COc1ccccc1CNCc1cccs1.Cl. (3) The compound is O=C(Cc1ccccc1)N/N=C/c1ccccc1OCc1ccc(Cl)cc1. The result is 1 (inhibitor). (4) The compound is CCN(CC)c1ccc(NC(=O)c2cccc(F)c2)c(C)c1. The result is 1 (inhibitor). (5) The drug is CCOC(=O)n1c(=O)n(Cc2c(Cl)cccc2Cl)c2ccccc21. The result is 1 (inhibitor).